Dataset: Reaction yield outcomes from USPTO patents with 853,638 reactions. Task: Predict the reaction yield, written as a fraction of the theoretical maximum amount of product (1.0 means a 100% yield; for example, 0.34 means a 34% yield). (1) The reactants are [CH3:1][O:2][C:3]1[CH:11]=[CH:10][C:9]([O:12][CH3:13])=[CH:8][C:4]=1[NH:5][CH2:6][CH3:7].CCN(C(C)C)C(C)C.Br[CH2:24][CH2:25][CH2:26][C:27]([O:29][CH2:30][CH3:31])=[O:28].[I-].[Na+]. The catalyst is CN(C=O)C.CCOC(C)=O. The product is [CH3:1][O:2][C:3]1[CH:11]=[CH:10][C:9]([O:12][CH3:13])=[CH:8][C:4]=1[N:5]([CH2:6][CH3:7])[CH2:24][CH2:25][CH2:26][C:27]([O:29][CH2:30][CH3:31])=[O:28]. The yield is 0.700. (2) The reactants are [O:1]1[CH2:6][CH2:5][O:4][C:3]2[CH:7]=[C:8](C=O)[CH:9]=[CH:10][C:2]1=2.C1C=C(Cl)C=C(C(OO)=[O:21])C=1. The catalyst is C(Cl)Cl. The product is [O:1]1[CH2:6][CH2:5][O:4][C:3]2[CH:7]=[C:8]([OH:21])[CH:9]=[CH:10][C:2]1=2. The yield is 0.630. (3) The reactants are [NH2:1][CH2:2][C:3]1[CH:4]=[C:5]([CH:8]=[C:9]([F:11])[CH:10]=1)[C:6]#[N:7].Br[C:13]([CH3:18])([CH3:17])[C:14]([O-:16])=[O:15]. No catalyst specified. The product is [C:6]([C:5]1[CH:4]=[C:3]([CH:10]=[C:9]([F:11])[CH:8]=1)[CH2:2][NH:1][C:13]([CH3:18])([CH3:17])[C:14]([O:16][C:3]([CH3:4])([CH3:10])[CH3:2])=[O:15])#[N:7]. The yield is 0.910.